Dataset: Catalyst prediction with 721,799 reactions and 888 catalyst types from USPTO. Task: Predict which catalyst facilitates the given reaction. Reactant: [F:1][CH2:2][CH2:3][OH:4].[H-].[Na+].Cl[C:8]1[N:13]=[C:12]([C:14]2[S:15][C:16]3[CH:22]=[C:21]([O:23][CH3:24])[CH:20]=[CH:19][C:17]=3[CH:18]=2)[CH:11]=[CH:10][N:9]=1.O. Product: [F:1][CH2:2][CH2:3][O:4][C:8]1[N:13]=[C:12]([C:14]2[S:15][C:16]3[CH:22]=[C:21]([O:23][CH3:24])[CH:20]=[CH:19][C:17]=3[CH:18]=2)[CH:11]=[CH:10][N:9]=1. The catalyst class is: 7.